From a dataset of Reaction yield outcomes from USPTO patents with 853,638 reactions. Predict the reaction yield, written as a fraction of the theoretical maximum amount of product (1.0 means a 100% yield; for example, 0.34 means a 34% yield). The reactants are Cl.[C:2]([O:5][C@H:6]1[C@H:11]([NH2:12])[C@@H:10]([O:13][C:14](=[O:16])[CH3:15])[C@H:9]([O:17][C:18](=[O:20])[CH3:19])[C@@H:8]([CH2:21][O:22][C:23](=[O:25])[CH3:24])[O:7]1)(=[O:4])[CH3:3].Cl.CN(C)CCCN=C=NCC.[C:38]1([CH2:44][C:45](O)=[O:46])[CH:43]=[CH:42][CH:41]=[CH:40][CH:39]=1. The catalyst is C(Cl)Cl.CN(C)C1C=CN=CC=1. The product is [C:2]([O:5][C@H:6]1[C@H:11]([NH:12][C:45](=[O:46])[CH2:44][C:38]2[CH:43]=[CH:42][CH:41]=[CH:40][CH:39]=2)[C@@H:10]([O:13][C:14](=[O:16])[CH3:15])[C@H:9]([O:17][C:18](=[O:20])[CH3:19])[C@@H:8]([CH2:21][O:22][C:23](=[O:25])[CH3:24])[O:7]1)(=[O:4])[CH3:3]. The yield is 0.690.